This data is from Forward reaction prediction with 1.9M reactions from USPTO patents (1976-2016). The task is: Predict the product of the given reaction. The product is: [OH:6][C:7]1[CH:16]=[C:15]2[C:10]([CH2:11][CH2:12][CH2:13][C:14]2=[O:17])=[CH:9][CH:8]=1. Given the reactants [Cl-].[Cl-].[Cl-].[Al+3].C[O:6][C:7]1[CH:16]=[C:15]2[C:10]([CH2:11][CH2:12][CH2:13][C:14]2=[O:17])=[CH:9][CH:8]=1, predict the reaction product.